From a dataset of Full USPTO retrosynthesis dataset with 1.9M reactions from patents (1976-2016). Predict the reactants needed to synthesize the given product. (1) Given the product [N:19]1[CH:20]=[CH:21][CH:22]=[C:17]([C:14]2[CH:15]=[C:16]3[C:8]([C:6]4[N:7]=[C:2]([N:29]5[CH2:34][CH2:33][CH:32]([NH2:35])[CH2:31][CH2:30]5)[CH:3]=[CH:4][CH:5]=4)=[N:9][NH:10][C:11]3=[CH:12][N:13]=2)[CH:18]=1, predict the reactants needed to synthesize it. The reactants are: F[C:2]1[N:7]=[C:6]([C:8]2[C:16]3[C:11](=[CH:12][N:13]=[C:14]([C:17]4[CH:18]=[N:19][CH:20]=[CH:21][CH:22]=4)[CH:15]=3)[N:10](C3CCCCO3)[N:9]=2)[CH:5]=[CH:4][CH:3]=1.[NH:29]1[CH2:34][CH2:33][CH:32]([NH:35]C(=O)OCC2C=CC=CC=2)[CH2:31][CH2:30]1.O. (2) Given the product [OH:20][CH2:19][CH2:18][CH2:17][C:14]1[S:15][CH:16]=[C:12]([CH2:11][CH2:10][C:8]2[N:9]=[C:5]([NH:4][C:1](=[O:3])[CH3:2])[S:6][CH:7]=2)[CH:13]=1, predict the reactants needed to synthesize it. The reactants are: [C:1]([NH:4][C:5]1[S:6][CH:7]=[C:8]([CH2:10][CH2:11][C:12]2[CH:13]=[C:14]([CH2:17][CH2:18][C:19](OC)=[O:20])[S:15][CH:16]=2)[N:9]=1)(=[O:3])[CH3:2].[H-].C([Al+]CC(C)C)C(C)C.C(C(C(C([O-])=O)O)O)([O-])=O.[Na+].[K+]. (3) The reactants are: [F:1][C:2]1[CH:7]=[CH:6][C:5]([O:8][C:9]2[CH:14]=[CH:13][C:12](I)=[CH:11][CH:10]=2)=[CH:4][CH:3]=1.C(Cl)Cl.C([O-])(=O)C.[K+].[CH3:24][C:25]1([CH3:41])[C:29]([CH3:31])([CH3:30])[O:28][B:27]([B:27]2[O:28][C:29]([CH3:31])([CH3:30])[C:25]([CH3:41])([CH3:24])[O:26]2)[O:26]1. Given the product [F:1][C:2]1[CH:7]=[CH:6][C:5]([O:8][C:9]2[CH:14]=[CH:13][C:12]([B:27]3[O:28][C:29]([CH3:31])([CH3:30])[C:25]([CH3:41])([CH3:24])[O:26]3)=[CH:11][CH:10]=2)=[CH:4][CH:3]=1, predict the reactants needed to synthesize it. (4) The reactants are: [CH3:1][C:2]1[CH:3]=[N:4][CH:5]=[C:6]([CH:16]=1)[C:7]([NH:9][CH:10]1[CH2:15][CH2:14][NH:13][CH2:12][CH2:11]1)=[O:8].[CH2:17]([O:19][C:20]1[CH:21]=[C:22]([CH:25]=[CH:26][C:27]=1[F:28])[CH:23]=O)[CH3:18]. Given the product [CH2:17]([O:19][C:20]1[CH:21]=[C:22]([CH:25]=[CH:26][C:27]=1[F:28])[CH2:23][N:13]1[CH2:12][CH2:11][CH:10]([NH:9][C:7](=[O:8])[C:6]2[CH:16]=[C:2]([CH3:1])[CH:3]=[N:4][CH:5]=2)[CH2:15][CH2:14]1)[CH3:18], predict the reactants needed to synthesize it. (5) Given the product [Br:8][C:5]1[CH:6]=[CH:7][C:2]([C:20]2[CH:19]=[CH:18][C:17]3[C:22](=[CH:23][CH:24]=[C:15]([O:14][Si:13]([C:9]([CH3:12])([CH3:11])[CH3:10])([CH3:28])[CH3:29])[CH:16]=3)[CH:21]=2)=[N:3][CH:4]=1, predict the reactants needed to synthesize it. The reactants are: Br[C:2]1[CH:7]=[CH:6][C:5]([Br:8])=[CH:4][N:3]=1.[C:9]([Si:13]([CH3:29])([CH3:28])[O:14][C:15]1[CH:16]=[C:17]2[C:22](=[CH:23][CH:24]=1)[CH:21]=[C:20](B(O)O)[CH:19]=[CH:18]2)([CH3:12])([CH3:11])[CH3:10].C(O)C.C([O-])([O-])=O.[Na+].[Na+]. (6) Given the product [Cl:29][C:19]1[CH:18]=[C:17]2[C:22]([C:14]([NH:13][C:11]([NH:10][C:7]3[CH:8]=[CH:9][C:4]([O:3][CH2:1][CH3:2])=[CH:5][CH:6]=3)=[O:12])=[N:15][NH:16]2)=[CH:21][C:20]=1[C:23]1[CH:28]=[CH:27][CH:26]=[CH:25][CH:24]=1, predict the reactants needed to synthesize it. The reactants are: [CH2:1]([O:3][C:4]1[CH:9]=[CH:8][C:7]([N:10]=[C:11]=[O:12])=[CH:6][CH:5]=1)[CH3:2].[NH2:13][C:14]1[C:22]2[C:17](=[CH:18][C:19]([Cl:29])=[C:20]([C:23]3[CH:28]=[CH:27][CH:26]=[CH:25][CH:24]=3)[CH:21]=2)[N:16](COCC[Si](C)(C)C)[N:15]=1.OP([O-])(O)=O.[K+].CO. (7) Given the product [C:29]([CH2:28][O:19][C:16]1[CH:15]=[CH:14][C:13]([S:12][C:9]([CH3:11])([CH3:10])[C:8]([NH:7][CH:1]2[CH2:2][CH2:3][CH2:4][CH2:5][CH2:6]2)=[O:20])=[CH:18][CH:17]=1)#[N:30], predict the reactants needed to synthesize it. The reactants are: [CH:1]1([NH:7][C:8](=[O:20])[C:9]([S:12][C:13]2[CH:18]=[CH:17][C:16]([OH:19])=[CH:15][CH:14]=2)([CH3:11])[CH3:10])[CH2:6][CH2:5][CH2:4][CH2:3][CH2:2]1.C(=O)([O-])[O-].[K+].[K+].Br[CH2:28][C:29]#[N:30].O.